Dataset: Forward reaction prediction with 1.9M reactions from USPTO patents (1976-2016). Task: Predict the product of the given reaction. Given the reactants [CH:1]1[C:10]2[C:5](=[CH:6][CH:7]=[CH:8][CH:9]=2)[CH:4]=[CH:3][C:2]=1[CH2:11][CH2:12][CH2:13][C:14]1[O:18][N:17]=[C:16]([C:19]([OH:21])=O)[CH:15]=1.[O:22]1[CH2:26][CH:25]([CH2:27][NH2:28])[O:24][CH2:23]1.C(N(CC)CC)C.ON1C2C=CC=CC=2N=N1.Cl.C(N=C=NCCCN(C)C)C, predict the reaction product. The product is: [O:22]1[CH2:26][CH:25]([CH2:27][NH:28][C:19]([C:16]2[CH:15]=[C:14]([CH2:13][CH2:12][CH2:11][C:2]3[CH:3]=[CH:4][C:5]4[C:10](=[CH:9][CH:8]=[CH:7][CH:6]=4)[CH:1]=3)[O:18][N:17]=2)=[O:21])[O:24][CH2:23]1.